Dataset: NCI-60 drug combinations with 297,098 pairs across 59 cell lines. Task: Regression. Given two drug SMILES strings and cell line genomic features, predict the synergy score measuring deviation from expected non-interaction effect. (1) Drug 1: C1CNP(=O)(OC1)N(CCCl)CCCl. Drug 2: CC(C)CN1C=NC2=C1C3=CC=CC=C3N=C2N. Cell line: IGROV1. Synergy scores: CSS=-3.00, Synergy_ZIP=1.08, Synergy_Bliss=-0.308, Synergy_Loewe=-13.4, Synergy_HSA=-4.29. (2) Drug 1: COC1=CC(=CC(=C1O)OC)C2C3C(COC3=O)C(C4=CC5=C(C=C24)OCO5)OC6C(C(C7C(O6)COC(O7)C8=CC=CS8)O)O. Drug 2: N.N.Cl[Pt+2]Cl. Cell line: HOP-62. Synergy scores: CSS=22.6, Synergy_ZIP=2.98, Synergy_Bliss=4.36, Synergy_Loewe=-32.9, Synergy_HSA=0.520. (3) Drug 1: CCC(=C(C1=CC=CC=C1)C2=CC=C(C=C2)OCCN(C)C)C3=CC=CC=C3.C(C(=O)O)C(CC(=O)O)(C(=O)O)O. Drug 2: C1CNP(=O)(OC1)N(CCCl)CCCl. Cell line: BT-549. Synergy scores: CSS=-1.71, Synergy_ZIP=-0.292, Synergy_Bliss=-3.26, Synergy_Loewe=-2.43, Synergy_HSA=-4.61. (4) Cell line: CCRF-CEM. Drug 1: C1C(C(OC1N2C=C(C(=O)NC2=O)F)CO)O. Synergy scores: CSS=39.4, Synergy_ZIP=-2.90, Synergy_Bliss=-4.25, Synergy_Loewe=-17.7, Synergy_HSA=-1.72. Drug 2: C1=NNC2=C1C(=O)NC=N2. (5) Synergy scores: CSS=39.3, Synergy_ZIP=1.08, Synergy_Bliss=0.573, Synergy_Loewe=-23.5, Synergy_HSA=-0.140. Drug 2: CC1C(C(CC(O1)OC2CC(CC3=C2C(=C4C(=C3O)C(=O)C5=C(C4=O)C(=CC=C5)OC)O)(C(=O)CO)O)N)O.Cl. Cell line: MCF7. Drug 1: N.N.Cl[Pt+2]Cl.